Dataset: Forward reaction prediction with 1.9M reactions from USPTO patents (1976-2016). Task: Predict the product of the given reaction. (1) Given the reactants [NH2:1][C:2]1[CH:7]=[C:6]([F:8])[C:5]([NH:9][C@H:10]([C:13]2[CH:18]=[CH:17][C:16]([F:19])=[CH:15][CH:14]=2)[CH2:11][OH:12])=[C:4]([F:20])[C:3]=1[NH:21][C:22]1[CH:26]=[C:25]([CH:27]2[CH2:29][CH2:28]2)[NH:24][N:23]=1.[C:30](O)(=O)C.C(N)=N.C(=O)(O)[O-].[Na+].CCOC(C)=O, predict the reaction product. The product is: [CH:27]1([C:25]2[NH:24][N:23]=[C:22]([N:21]3[C:3]4[C:4]([F:20])=[C:5]([NH:9][C@H:10]([C:13]5[CH:18]=[CH:17][C:16]([F:19])=[CH:15][CH:14]=5)[CH2:11][OH:12])[C:6]([F:8])=[CH:7][C:2]=4[N:1]=[CH:30]3)[CH:26]=2)[CH2:29][CH2:28]1. (2) Given the reactants [ClH:1].[F:2][C:3]1[C:11]2[N:10]([C@@H:12]([C:18]3[CH:23]=[CH:22][CH:21]=[CH:20][CH:19]=3)[C@H:13]([OH:17])[CH2:14][NH:15][CH3:16])[C:9](=[O:24])[N:8]([CH:25]([CH3:27])[CH3:26])[C:7]=2[CH:6]=[CH:5][CH:4]=1.FC1C2N([C@@H](C3C=CC=CC=3)[C@H](O)CO)C(=O)N(C(C)C)C=2C=CC=1, predict the reaction product. The product is: [ClH:1].[F:2][C:3]1[C:11]2[N:10]([CH:12]([C:18]3[CH:19]=[CH:20][CH:21]=[CH:22][CH:23]=3)[CH:13]([OH:17])[CH2:14][NH:15][CH3:16])[C:9](=[O:24])[N:8]([CH:25]([CH3:27])[CH3:26])[C:7]=2[CH:6]=[CH:5][CH:4]=1.